This data is from Catalyst prediction with 721,799 reactions and 888 catalyst types from USPTO. The task is: Predict which catalyst facilitates the given reaction. (1) Reactant: Br[C:2]1[C:10]2[C:5](=[CH:6][CH:7]=[C:8]([C:11]#[N:12])[CH:9]=2)[N:4]([CH:13]2[CH2:18][CH2:17][CH2:16][CH2:15][O:14]2)[N:3]=1.[N:19]1([CH2:25][CH2:26][O:27][C:28]2[CH:29]=[C:30]3[C:35](=[CH:36][CH:37]=2)[CH:34]=[C:33](B(O)O)[CH:32]=[CH:31]3)[CH2:24][CH2:23][CH2:22][CH2:21][CH2:20]1.P([O-])([O-])([O-])=O.[K+].[K+].[K+]. Product: [N:19]1([CH2:25][CH2:26][O:27][C:28]2[CH:29]=[C:30]3[C:35](=[CH:36][CH:37]=2)[CH:34]=[C:33]([C:2]2[C:10]4[C:5](=[CH:6][CH:7]=[C:8]([C:11]#[N:12])[CH:9]=4)[N:4]([CH:13]4[CH2:18][CH2:17][CH2:16][CH2:15][O:14]4)[N:3]=2)[CH:32]=[CH:31]3)[CH2:20][CH2:21][CH2:22][CH2:23][CH2:24]1. The catalyst class is: 216. (2) Reactant: Cl.Cl.[CH3:3][C:4]1[N:9]=[CH:8][N:7]=[C:6]([N:10]2[CH2:15][CH2:14][CH:13]([NH2:16])[CH2:12][CH2:11]2)[CH:5]=1.[OH-].[Na+]. Product: [CH3:3][C:4]1[N:9]=[CH:8][N:7]=[C:6]([N:10]2[CH2:15][CH2:14][CH:13]([NH2:16])[CH2:12][CH2:11]2)[CH:5]=1. The catalyst class is: 2. (3) Reactant: [CH2:1]([O:8][C:9]1[C:24]([O:25][CH3:26])=[CH:23][C:12]([C:13]([N:15]2[CH2:20][CH2:19][CH2:18][CH2:17][C@H:16]2[CH:21]=O)=[O:14])=[C:11]([N+:27]([O-])=O)[CH:10]=1)[C:2]1[CH:7]=[CH:6][CH:5]=[CH:4][CH:3]=1.C1COCC1.O.[O-]S(S([O-])=O)=O.[Na+].[Na+]. The catalyst class is: 12. Product: [CH2:1]([O:8][C:9]1[C:24]([O:25][CH3:26])=[CH:23][C:12]2[C:13](=[O:14])[N:15]3[CH2:20][CH2:19][CH2:18][CH2:17][C@H:16]3[CH:21]=[N:27][C:11]=2[CH:10]=1)[C:2]1[CH:3]=[CH:4][CH:5]=[CH:6][CH:7]=1. (4) Reactant: [NH2:1][C:2]1[N:3]=[C:4]([Cl:29])[C:5]2[C:10]([C:11]#[C:12][C@:13]([CH3:17])([OH:16])[CH2:14][OH:15])=[CH:9][N:8]([CH2:18][C:19]3[C:24]([CH3:25])=[C:23]([O:26][CH3:27])[C:22]([CH3:28])=[CH:21][N:20]=3)[C:6]=2[N:7]=1.[CH3:30][O:31][C@@:32]([C:40]1[CH:45]=[CH:44][CH:43]=[CH:42][CH:41]=1)([C:36]([F:39])([F:38])[F:37])[C:33](Cl)=[O:34].CCN(CC)CC.CCOC(C)=O.C(Cl)Cl. Product: [F:37][C:36]([F:38])([F:39])[C@@:32]([O:31][CH3:30])([C:40]1[CH:45]=[CH:44][CH:43]=[CH:42][CH:41]=1)[C:33]([O:15][CH2:14][C@:13]([OH:16])([CH3:17])[C:12]#[C:11][C:10]1[C:5]2[C:4]([Cl:29])=[N:3][C:2]([NH2:1])=[N:7][C:6]=2[N:8]([CH2:18][C:19]2[C:24]([CH3:25])=[C:23]([O:26][CH3:27])[C:22]([CH3:28])=[CH:21][N:20]=2)[CH:9]=1)=[O:34]. The catalyst class is: 1. (5) Reactant: Cl[C:2]1[N:7]=[C:6]([NH2:8])[C:5]([N+:9]([O-:11])=[O:10])=[CH:4][CH:3]=1.[NH:12]1[CH2:17][CH2:16][CH2:15][C@@H:14]([C:18]([N:20]2[CH2:24][CH2:23][CH2:22][CH2:21]2)=[O:19])[CH2:13]1.C(N(C(C)C)CC)(C)C. Product: [NH2:8][C:6]1[N:7]=[C:2]([N:12]2[CH2:17][CH2:16][CH2:15][C@@H:14]([C:18]([N:20]3[CH2:21][CH2:22][CH2:23][CH2:24]3)=[O:19])[CH2:13]2)[CH:3]=[CH:4][C:5]=1[N+:9]([O-:11])=[O:10]. The catalyst class is: 9. (6) Reactant: [C:1]([NH:9][C:10]1[CH:11]=[C:12]([CH:17]2[C:26]([CH3:28])([CH3:27])[CH2:25][C:24]3[C:19](=[CH:20][CH:21]=[C:22]([C:29]([O:31]C)=[O:30])[CH:23]=3)[NH:18]2)[CH:13]=[C:14]([Cl:16])[CH:15]=1)(=[O:8])[C:2]1[CH:7]=[CH:6][CH:5]=[CH:4][CH:3]=1.[OH-].[Na+]. Product: [C:1]([NH:9][C:10]1[CH:11]=[C:12]([CH:17]2[C:26]([CH3:28])([CH3:27])[CH2:25][C:24]3[C:19](=[CH:20][CH:21]=[C:22]([C:29]([OH:31])=[O:30])[CH:23]=3)[NH:18]2)[CH:13]=[C:14]([Cl:16])[CH:15]=1)(=[O:8])[C:2]1[CH:7]=[CH:6][CH:5]=[CH:4][CH:3]=1. The catalyst class is: 5.